From a dataset of Full USPTO retrosynthesis dataset with 1.9M reactions from patents (1976-2016). Predict the reactants needed to synthesize the given product. The reactants are: Cl[C:2]1[CH:11]=[CH:10][C:9]2[C:4](=[C:5]([C:12]3[NH:20][C:19]4[CH2:18][CH2:17][NH:16][C:15](=[O:21])[C:14]=4[CH:13]=3)[CH:6]=[CH:7][CH:8]=2)[N:3]=1.[Br-].[CH2:23]([Zn+])[C:24]1[CH:29]=[CH:28][CH:27]=[CH:26][CH:25]=1. Given the product [CH2:23]([C:2]1[CH:11]=[CH:10][C:9]2[C:4](=[C:5]([C:12]3[NH:20][C:19]4[CH2:18][CH2:17][NH:16][C:15](=[O:21])[C:14]=4[CH:13]=3)[CH:6]=[CH:7][CH:8]=2)[N:3]=1)[C:24]1[CH:29]=[CH:28][CH:27]=[CH:26][CH:25]=1, predict the reactants needed to synthesize it.